From a dataset of Forward reaction prediction with 1.9M reactions from USPTO patents (1976-2016). Predict the product of the given reaction. (1) The product is: [CH2:1]([O:3][C:4]([N:6]1[CH2:7][CH2:8][N:9]([CH2:19][CH2:20][CH2:21][Cl:22])[CH2:10][CH2:11]1)=[O:5])[CH3:2]. Given the reactants [CH2:1]([O:3][C:4]([N:6]1[CH2:11][CH2:10][NH:9][CH2:8][CH2:7]1)=[O:5])[CH3:2].C([O-])([O-])=O.[K+].[K+].Br[CH2:19][CH2:20][CH2:21][Cl:22], predict the reaction product. (2) Given the reactants [C:1]([C:3]1[C:4]([CH3:29])=[C:5]([C:10](=[O:28])[CH2:11][N:12]2[CH2:17][CH2:16][N:15]([C:18]([O:20][C:21]([CH3:24])([CH3:23])[CH3:22])=[O:19])[CH2:14][CH:13]2[CH2:25][CH2:26][OH:27])[CH:6]=[CH:7][C:8]=1[F:9])#[N:2].[BH4-].[Na+], predict the reaction product. The product is: [C:1]([C:3]1[C:4]([CH3:29])=[C:5]([CH:10]([OH:28])[CH2:11][N:12]2[CH2:17][CH2:16][N:15]([C:18]([O:20][C:21]([CH3:23])([CH3:24])[CH3:22])=[O:19])[CH2:14][CH:13]2[CH2:25][CH2:26][OH:27])[CH:6]=[CH:7][C:8]=1[F:9])#[N:2]. (3) Given the reactants [Cl:1][C:2]1[N:7]=[C:6]2[NH:8][N:9]=[CH:10][C:5]2=[CH:4][CH:3]=1.[I:11]N1C(=O)CCC1=O, predict the reaction product. The product is: [Cl:1][C:2]1[N:7]=[C:6]2[NH:8][N:9]=[C:10]([I:11])[C:5]2=[CH:4][CH:3]=1. (4) Given the reactants Br[C:2]1[CH:9]=[CH:8][C:7]([F:10])=[CH:6][C:3]=1[C:4]#[N:5].[B:11](OC(C)C)([O:16]C(C)C)[O:12]C(C)C.C([Li])CCC.Cl, predict the reaction product. The product is: [C:4]([C:3]1[CH:6]=[C:7]([F:10])[CH:8]=[CH:9][C:2]=1[B:11]([OH:16])[OH:12])#[N:5]. (5) Given the reactants Br[C:2]1[CH:24]=[CH:23][C:5]([O:6][C:7]2[CH:8]=[C:9]3[C:13](=[CH:14][C:15]=2[F:16])[N:12]([CH:17]2[CH2:22][CH2:21][CH2:20][CH2:19][O:18]2)[N:11]=[CH:10]3)=[C:4]([F:25])[CH:3]=1.[C:26](=[NH:39])([C:33]1[CH:38]=[CH:37][CH:36]=[CH:35][CH:34]=1)[C:27]1[CH:32]=[CH:31][CH:30]=[CH:29][CH:28]=1.C1(P(C2C=CC=CC=2)C2C3OC4C(=CC=CC=4P(C4C=CC=CC=4)C4C=CC=CC=4)C(C)(C)C=3C=CC=2)C=CC=CC=1.C([O-])([O-])=O.[Cs+].[Cs+], predict the reaction product. The product is: [C:33]1([C:26]([C:27]2[CH:28]=[CH:29][CH:30]=[CH:31][CH:32]=2)=[N:39][C:2]2[CH:24]=[CH:23][C:5]([O:6][C:7]3[CH:8]=[C:9]4[C:13](=[CH:14][C:15]=3[F:16])[N:12]([CH:17]3[CH2:22][CH2:21][CH2:20][CH2:19][O:18]3)[N:11]=[CH:10]4)=[C:4]([F:25])[CH:3]=2)[CH:34]=[CH:35][CH:36]=[CH:37][CH:38]=1.